This data is from NCI-60 drug combinations with 297,098 pairs across 59 cell lines. The task is: Regression. Given two drug SMILES strings and cell line genomic features, predict the synergy score measuring deviation from expected non-interaction effect. (1) Drug 1: CC1=C(C(CCC1)(C)C)C=CC(=CC=CC(=CC(=O)O)C)C. Drug 2: CS(=O)(=O)OCCCCOS(=O)(=O)C. Cell line: KM12. Synergy scores: CSS=-1.98, Synergy_ZIP=2.20, Synergy_Bliss=3.23, Synergy_Loewe=0.224, Synergy_HSA=-3.23. (2) Drug 1: C1=CC(=CC=C1CCCC(=O)O)N(CCCl)CCCl. Drug 2: COC1=NC(=NC2=C1N=CN2C3C(C(C(O3)CO)O)O)N. Cell line: PC-3. Synergy scores: CSS=16.9, Synergy_ZIP=-4.43, Synergy_Bliss=-4.87, Synergy_Loewe=-6.51, Synergy_HSA=-4.04. (3) Drug 1: COC1=CC(=CC(=C1O)OC)C2C3C(COC3=O)C(C4=CC5=C(C=C24)OCO5)OC6C(C(C7C(O6)COC(O7)C8=CC=CS8)O)O. Drug 2: CC1=C(C(=CC=C1)Cl)NC(=O)C2=CN=C(S2)NC3=CC(=NC(=N3)C)N4CCN(CC4)CCO. Cell line: UACC-257. Synergy scores: CSS=2.72, Synergy_ZIP=0.288, Synergy_Bliss=2.35, Synergy_Loewe=-2.41, Synergy_HSA=-2.63.